This data is from Catalyst prediction with 721,799 reactions and 888 catalyst types from USPTO. The task is: Predict which catalyst facilitates the given reaction. (1) Reactant: [Cl:1][C:2]1[CH:7]=[CH:6][C:5]([NH2:8])=[CH:4][C:3]=1[C:9]1[O:10][C:11]2[C:16]([N:17]=1)=[CH:15][CH:14]=[CH:13][N:12]=2.[C:18]([CH2:20][C:21](O)=[O:22])#[N:19].C(N(C(C)C)CC)(C)C.Cl.CN(C)CCCN=C=NCC. Product: [Cl:1][C:2]1[CH:7]=[CH:6][C:5]([NH:8][C:21](=[O:22])[CH2:20][C:18]#[N:19])=[CH:4][C:3]=1[C:9]1[O:10][C:11]2[C:16]([N:17]=1)=[CH:15][CH:14]=[CH:13][N:12]=2. The catalyst class is: 489. (2) Reactant: [CH3:1][N:2]([CH3:57])[CH2:3][CH2:4][N:5]([CH2:14][C@:15]12[CH2:53][CH2:52][C@@H:51]([C:54]([CH3:56])=[CH2:55])[C@@H:16]1[C@@H:17]1[C@@:30]([CH3:33])([CH2:31][CH2:32]2)[C@@:29]2([CH3:34])[C@@H:20]([C@:21]3([CH3:50])[C@@H:26]([CH2:27][CH2:28]2)[C:25]([CH3:36])([CH3:35])[C:24]([C:37]2[CH:49]=[CH:48][C:40]([C:41]([O:43][C:44]([CH3:47])([CH3:46])[CH3:45])=[O:42])=[CH:39][CH:38]=2)=[CH:23][CH2:22]3)[CH2:19][CH2:18]1)[C:6](=[O:13])[CH2:7][CH2:8][C:9]([O:11]C)=[O:10].[OH-].[Na+]. Product: [C:44]([O:43][C:41]([C:40]1[CH:48]=[CH:49][C:37]([C:24]2[C:25]([CH3:36])([CH3:35])[C@H:26]3[C@:21]([CH3:50])([CH2:22][CH:23]=2)[C@@H:20]2[C@:29]([CH3:34])([C@@:30]4([CH3:33])[C@H:17]([CH2:18][CH2:19]2)[C@H:16]2[C@H:51]([C:54]([CH3:56])=[CH2:55])[CH2:52][CH2:53][C@:15]2([CH2:14][N:5]([CH2:4][CH2:3][N:2]([CH3:1])[CH3:57])[C:6](=[O:13])[CH2:7][CH2:8][C:9]([OH:11])=[O:10])[CH2:32][CH2:31]4)[CH2:28][CH2:27]3)=[CH:38][CH:39]=1)=[O:42])([CH3:47])([CH3:46])[CH3:45]. The catalyst class is: 12. (3) Reactant: [CH3:1][NH:2][CH2:3][CH2:4][CH2:5][CH2:6][CH2:7][CH2:8][CH2:9][CH2:10][CH2:11][CH2:12][CH2:13][CH2:14][CH2:15][CH2:16][CH2:17][CH3:18].[CH2:19]([O:21][P:22]([CH2:27][CH2:28][CH2:29][Br:30])(=[O:26])[O:23][CH2:24][CH3:25])[CH3:20].C(N(C(C)C)CC)(C)C. Product: [BrH:30].[CH2:19]([O:21][P:22]([CH2:27][CH2:28][CH2:29][N:2]([CH3:1])[CH2:3][CH2:4][CH2:5][CH2:6][CH2:7][CH2:8][CH2:9][CH2:10][CH2:11][CH2:12][CH2:13][CH2:14][CH2:15][CH2:16][CH2:17][CH3:18])(=[O:26])[O:23][CH2:24][CH3:25])[CH3:20]. The catalyst class is: 28.